This data is from Reaction yield outcomes from USPTO patents with 853,638 reactions. The task is: Predict the reaction yield, written as a fraction of the theoretical maximum amount of product (1.0 means a 100% yield; for example, 0.34 means a 34% yield). (1) The reactants are [CH3:1][C@H:2]([CH2:7][C:8]1[S:9][C:10]([C:13]2[CH:18]=[C:17]([NH:19][C:20]3[N:25]=[C:24]([C:26]([F:29])([F:28])[F:27])[CH:23]=[CH:22][N:21]=3)[CH:16]=[C:15]([CH3:30])[CH:14]=2)=[CH:11][N:12]=1)[C:3]([O:5][CH3:6])=[O:4].C(N(CC)CC)C.[CH3:38][C:39]([O:42][C:43](O[C:43]([O:42][C:39]([CH3:41])([CH3:40])[CH3:38])=[O:44])=[O:44])([CH3:41])[CH3:40]. The catalyst is CN(C1C=CN=CC=1)C.C1COCC1.O. The product is [C:39]([O:42][C:43]([N:19]([C:20]1[N:25]=[C:24]([C:26]([F:29])([F:27])[F:28])[CH:23]=[CH:22][N:21]=1)[C:17]1[CH:18]=[C:13]([C:10]2[S:9][C:8]([CH2:7][C@@H:2]([CH3:1])[C:3]([O:5][CH3:6])=[O:4])=[N:12][CH:11]=2)[CH:14]=[C:15]([CH3:30])[CH:16]=1)=[O:44])([CH3:41])([CH3:40])[CH3:38]. The yield is 0.980. (2) The reactants are [NH2:1][C:2]1[N:6]([CH2:7][CH2:8][OH:9])[N:5]=[CH:4][CH:3]=1.N1C=CN=C1.[C:15]([Si:19](Cl)([C:26]1[CH:31]=[CH:30][CH:29]=[CH:28][CH:27]=1)[C:20]1[CH:25]=[CH:24][CH:23]=[CH:22][CH:21]=1)([CH3:18])([CH3:17])[CH3:16]. The catalyst is CN(C=O)C. The product is [Si:19]([O:9][CH2:8][CH2:7][N:6]1[C:2]([NH2:1])=[CH:3][CH:4]=[N:5]1)([C:15]([CH3:18])([CH3:17])[CH3:16])([C:26]1[CH:27]=[CH:28][CH:29]=[CH:30][CH:31]=1)[C:20]1[CH:25]=[CH:24][CH:23]=[CH:22][CH:21]=1. The yield is 0.964. (3) The reactants are [CH3:1][C:2]1[N:3]=[C:4]([C:13]2[CH:18]=[CH:17][CH:16]=[CH:15][CH:14]=2)[CH:5]=[C:6]2[C:11]=1[C:10](=[O:12])[NH:9][CH:8]=[CH:7]2.[H][H]. The catalyst is [Pd].C(O)C. The product is [CH3:1][C:2]1[N:3]=[C:4]([C:13]2[CH:18]=[CH:17][CH:16]=[CH:15][CH:14]=2)[CH:5]=[C:6]2[C:11]=1[C:10](=[O:12])[NH:9][CH2:8][CH2:7]2. The yield is 0.920. (4) The reactants are Cl[C:2]1[N:7]=[C:6]([NH:8][CH2:9][CH2:10][N:11]([CH3:13])[CH3:12])[N:5]=[C:4]2[N:14]([C:19]3[C:24]([F:25])=[CH:23][CH:22]=[CH:21][C:20]=3[F:26])[C:15](=[O:18])[NH:16][CH2:17][C:3]=12.O.C(=O)([O-])[O-].[K+].[K+].[CH3:34][C:35]([O:38][C:39]([C:41]1[CH:42]=[C:43]([F:51])[C:44]([CH3:50])=[C:45](B(O)O)[CH:46]=1)=[O:40])([CH3:37])[CH3:36]. The catalyst is O1CCOCC1.C1C=CC([P]([Pd]([P](C2C=CC=CC=2)(C2C=CC=CC=2)C2C=CC=CC=2)([P](C2C=CC=CC=2)(C2C=CC=CC=2)C2C=CC=CC=2)[P](C2C=CC=CC=2)(C2C=CC=CC=2)C2C=CC=CC=2)(C2C=CC=CC=2)C2C=CC=CC=2)=CC=1. The product is [F:26][C:20]1[CH:21]=[CH:22][CH:23]=[C:24]([F:25])[C:19]=1[N:14]1[C:4]2[N:5]=[C:6]([NH:8][CH2:9][CH2:10][N:11]([CH3:13])[CH3:12])[N:7]=[C:2]([C:45]3[CH:46]=[C:41]([CH:42]=[C:43]([F:51])[C:44]=3[CH3:50])[C:39]([O:38][C:35]([CH3:34])([CH3:36])[CH3:37])=[O:40])[C:3]=2[CH2:17][NH:16][C:15]1=[O:18]. The yield is 0.880. (5) The reactants are C[O:2][C:3]([C:5]1[CH:6]=[C:7]2[C:12](=[CH:13][CH:14]=1)[NH:11][CH:10]([C:15]1[CH:20]=[C:19]([Br:21])[CH:18]=[CH:17][C:16]=1[CH3:22])[CH2:9][C:8]2([CH3:24])[CH3:23])=[O:4].[OH-].[Na+].Cl. The catalyst is CO.O1CCCC1.O. The product is [Br:21][C:19]1[CH:18]=[CH:17][C:16]([CH3:22])=[C:15]([CH:10]2[CH2:9][C:8]([CH3:23])([CH3:24])[C:7]3[C:12](=[CH:13][CH:14]=[C:5]([C:3]([OH:4])=[O:2])[CH:6]=3)[NH:11]2)[CH:20]=1. The yield is 0.970.